This data is from Forward reaction prediction with 1.9M reactions from USPTO patents (1976-2016). The task is: Predict the product of the given reaction. (1) Given the reactants C(N(CC)CC)C.[O:8]1[CH2:13][CH2:12][CH2:11][CH:10]([NH2:14])[CH2:9]1.Cl.[C:16]([O:20][C:21]([NH:23][C@@H:24]([CH3:37])[C:25]([NH:27][N:28]1[CH:32]=[CH:31][CH:30]=[C:29]1[C:33](OC)=[O:34])=[O:26])=[O:22])([CH3:19])([CH3:18])[CH3:17].C[Al](C)C.C(C(C(C([O-])=O)O)O)([O-])=O.[Na+].[Na+], predict the reaction product. The product is: [O:26]=[C:25]([NH:27][N:28]1[CH:32]=[CH:31][CH:30]=[C:29]1[C:33](=[O:34])[NH:14][CH:10]1[CH2:11][CH2:12][CH2:13][O:8][CH2:9]1)[C@@H:24]([NH:23][C:21](=[O:22])[O:20][C:16]([CH3:19])([CH3:18])[CH3:17])[CH3:37]. (2) Given the reactants [NH2:1][CH:2]([CH2:13][NH2:14])[C:3]([NH:5][CH:6]1[CH2:11][CH2:10][CH:9]([CH3:12])[CH2:8][CH2:7]1)=[O:4].[C:15]([Si:19]([C:35]1[CH:40]=[CH:39][CH:38]=[CH:37][CH:36]=1)([C:29]1[CH:34]=[CH:33][CH:32]=[CH:31][CH:30]=1)[O:20][CH:21]1[CH2:26][CH2:25][C:24](=O)[C:23](=O)[CH2:22]1)([CH3:18])([CH3:17])[CH3:16].CC1C=CC(S([O-])(=O)=O)=CC=1.C1C=C[NH+]=CC=1, predict the reaction product. The product is: [CH3:12][CH:9]1[CH2:10][CH2:11][CH:6]([NH:5][C:3]([C:2]2[CH:13]=[N:14][C:23]3[CH2:22][CH:21]([O:20][Si:19]([C:15]([CH3:18])([CH3:17])[CH3:16])([C:35]4[CH:40]=[CH:39][CH:38]=[CH:37][CH:36]=4)[C:29]4[CH:30]=[CH:31][CH:32]=[CH:33][CH:34]=4)[CH2:26][CH2:25][C:24]=3[N:1]=2)=[O:4])[CH2:7][CH2:8]1. (3) Given the reactants [Cl:1][C:2]1[O:3][C:4]2[CH:10]=[CH:9][C:8]([C:11]([CH2:30][CH3:31])=[C:12]([C:23]3[CH:28]=[CH:27][C:26]([OH:29])=[CH:25][CH:24]=3)[C:13]3[CH:18]=[CH:17][C:16]([O:19][CH2:20][CH2:21]Cl)=[CH:15][CH:14]=3)=[CH:7][C:5]=2[CH:6]=1.[NH:32]1[CH2:36][CH2:35][CH2:34][CH2:33]1, predict the reaction product. The product is: [Cl:1][C:2]1[O:3][C:4]2[CH:10]=[CH:9][C:8]([C:11]([CH2:30][CH3:31])=[C:12]([C:23]3[CH:28]=[CH:27][C:26]([OH:29])=[CH:25][CH:24]=3)[C:13]3[CH:18]=[CH:17][C:16]([O:19][CH2:20][CH2:21][N:32]4[CH2:36][CH2:35][CH2:34][CH2:33]4)=[CH:15][CH:14]=3)=[CH:7][C:5]=2[CH:6]=1. (4) Given the reactants C(OC([N:8]=[S:9]([CH2:12][C:13]([O:15][CH2:16][CH3:17])=[O:14])([CH3:11])=[O:10])=O)(C)(C)C.FC(F)(F)C(O)=O, predict the reaction product. The product is: [CH2:16]([O:15][C:13](=[O:14])[CH2:12][S:9]([CH3:11])(=[NH:8])=[O:10])[CH3:17]. (5) Given the reactants Cl[C:2]1[CH:11]=[CH:10][C:9]2[C:4](=[C:5]([C:12]3[NH:20][C:19]4[CH2:18][CH2:17][NH:16][C:15](=[O:21])[C:14]=4[CH:13]=3)[CH:6]=[CH:7][CH:8]=2)[N:3]=1.[NH2:22][C@H:23]1[CH2:28][CH2:27][CH2:26][N:25]([C:29]([O:31][C:32]([CH3:35])([CH3:34])[CH3:33])=[O:30])[CH2:24]1, predict the reaction product. The product is: [O:21]=[C:15]1[C:14]2[CH:13]=[C:12]([C:5]3[CH:6]=[CH:7][CH:8]=[C:9]4[C:4]=3[N:3]=[C:2]([NH:22][C@H:23]3[CH2:28][CH2:27][CH2:26][N:25]([C:29]([O:31][C:32]([CH3:35])([CH3:34])[CH3:33])=[O:30])[CH2:24]3)[CH:11]=[CH:10]4)[NH:20][C:19]=2[CH2:18][CH2:17][NH:16]1. (6) Given the reactants [NH2:1][C:2]1[N:3]=[C:4](S(C)(=O)=O)[C:5]2[N:10]=[C:9]([CH:11]3[CH2:13][CH2:12]3)[S:8][C:6]=2[N:7]=1.[C:18]([O-])([O-])=[O:19].[K+].[K+], predict the reaction product. The product is: [NH2:1][C:2]1[N:3]=[C:4]([O:19][CH3:18])[C:5]2[N:10]=[C:9]([CH:11]3[CH2:13][CH2:12]3)[S:8][C:6]=2[N:7]=1. (7) Given the reactants C[O:2][C:3]([C:5]1[S:28][C:8]2=[C:9]([C:26]#[N:27])[N:10]=[CH:11][C:12]([NH:13][C:14]3[CH:19]=[CH:18][C:17]([C:20]4[CH:25]=[CH:24][CH:23]=[CH:22][CH:21]=4)=[CH:16][CH:15]=3)=[C:7]2[CH:6]=1)=[O:4].[OH-:29].[Na+], predict the reaction product. The product is: [C:17]1([C:20]2[CH:25]=[CH:24][CH:23]=[CH:22][CH:21]=2)[CH:18]=[CH:19][C:14]([NH:13][C:12]2[CH:11]=[N:10][C:9]([C:26](=[O:29])[NH2:27])=[C:8]3[S:28][C:5]([C:3]([OH:4])=[O:2])=[CH:6][C:7]=23)=[CH:15][CH:16]=1.